The task is: Predict the reaction yield, written as a fraction of the theoretical maximum amount of product (1.0 means a 100% yield; for example, 0.34 means a 34% yield).. This data is from Reaction yield outcomes from USPTO patents with 853,638 reactions. The reactants are I[C:2]1[C:10]2[C:5](=[N:6][CH:7]=[N:8][C:9]=2[NH2:11])[NH:4][N:3]=1.[CH2:12]([O:19][C:20]1[CH:21]=[C:22](B(O)O)[CH:23]=[C:24]([F:26])[CH:25]=1)[C:13]1[CH:18]=[CH:17][CH:16]=[CH:15][CH:14]=1. The catalyst is O1CCOCC1.O.C1C=CC(P(C2C=CC=CC=2)[C-]2C=CC=C2)=CC=1.C1C=CC(P(C2C=CC=CC=2)[C-]2C=CC=C2)=CC=1.[Fe+2]. The product is [CH2:12]([O:19][C:20]1[CH:21]=[C:22]([C:2]2[C:10]3[C:5](=[N:6][CH:7]=[N:8][C:9]=3[NH2:11])[NH:4][N:3]=2)[CH:23]=[C:24]([F:26])[CH:25]=1)[C:13]1[CH:14]=[CH:15][CH:16]=[CH:17][CH:18]=1. The yield is 0.330.